This data is from Catalyst prediction with 721,799 reactions and 888 catalyst types from USPTO. The task is: Predict which catalyst facilitates the given reaction. (1) Reactant: [O:1]=[C:2]1[C:10]2([CH2:14][CH2:13][CH2:12][CH2:11]2)[C:9]2[C:4](=[CH:5][CH:6]=[CH:7][CH:8]=2)[N:3]1[C:15]([NH:17][CH2:18][CH:19]1[CH2:24][CH2:23][N:22]([CH2:25][C:26]2([C:32]([O:34]C(C)(C)C)=[O:33])[CH2:31][CH2:30][O:29][CH2:28][CH2:27]2)[CH2:21][CH2:20]1)=[O:16]. Product: [O:1]=[C:2]1[C:10]2([CH2:14][CH2:13][CH2:12][CH2:11]2)[C:9]2[C:4](=[CH:5][CH:6]=[CH:7][CH:8]=2)[N:3]1[C:15]([NH:17][CH2:18][CH:19]1[CH2:20][CH2:21][N:22]([CH2:25][C:26]2([C:32]([OH:34])=[O:33])[CH2:31][CH2:30][O:29][CH2:28][CH2:27]2)[CH2:23][CH2:24]1)=[O:16]. The catalyst class is: 557. (2) Reactant: [CH3:1][O:2][C:3]1[CH:4]=[C:5]([CH:19]=[CH:20][C:21]=1[O:22][CH3:23])[CH2:6][CH2:7][N:8]1[CH2:16][CH2:15][CH:14]2[NH:17][CH:10]([CH2:11][CH2:12][CH2:13]2)[C:9]1=[O:18].[O:24]=[C:25]([C:29]1[CH:34]=[C:33]([O:35][CH3:36])[C:32]([O:37][CH3:38])=[C:31]([O:39][CH3:40])[CH:30]=1)[C:26](O)=[O:27].CCN=C=NCCCN(C)C.Cl.C1C=CC2N(O)N=NC=2C=1. Product: [CH3:1][O:2][C:3]1[CH:4]=[C:5]([CH:19]=[CH:20][C:21]=1[O:22][CH3:23])[CH2:6][CH2:7][N:8]1[CH2:16][CH2:15][CH:14]2[N:17]([C:26](=[O:27])[C:25]([C:29]3[CH:34]=[C:33]([O:35][CH3:36])[C:32]([O:37][CH3:38])=[C:31]([O:39][CH3:40])[CH:30]=3)=[O:24])[CH:10]([CH2:11][CH2:12][CH2:13]2)[C:9]1=[O:18]. The catalyst class is: 2.